The task is: Predict the reactants needed to synthesize the given product.. This data is from Full USPTO retrosynthesis dataset with 1.9M reactions from patents (1976-2016). (1) Given the product [CH:1]([S:4]([CH2:7][C:8]1[CH:13]=[C:12]([N:14]2[CH2:19][CH2:18][O:17][CH2:16][CH2:15]2)[N:11]=[C:10]([C:20]2[CH:21]=[CH:22][C:23]([NH:26][C:33](=[O:34])[O:35][C:36]3[CH:41]=[CH:40][CH:39]=[CH:38][CH:37]=3)=[CH:24][CH:25]=2)[N:9]=1)(=[O:5])=[O:6])([CH3:3])[CH3:2], predict the reactants needed to synthesize it. The reactants are: [CH:1]([S:4]([CH2:7][C:8]1[CH:13]=[C:12]([N:14]2[CH2:19][CH2:18][O:17][CH2:16][CH2:15]2)[N:11]=[C:10]([C:20]2[CH:25]=[CH:24][C:23]([NH2:26])=[CH:22][CH:21]=2)[N:9]=1)(=[O:6])=[O:5])([CH3:3])[CH3:2].C(=O)(O)[O-].[Na+].Cl[C:33]([O:35][C:36]1[CH:41]=[CH:40][CH:39]=[CH:38][CH:37]=1)=[O:34]. (2) Given the product [F:1][C:2]1[CH:3]=[C:4]([C@@H:26]2[CH2:30][N:29]([C:31]([O:33][C:34]([CH3:35])([CH3:36])[CH3:37])=[O:32])[C@H:28]([C:38]([O:40][CH3:41])=[O:39])[CH2:27]2)[CH:5]=[CH:6][C:7]=1[C:8]1[S:9][C:10]2[C:15]([N:16]=1)=[CH:14][CH:13]=[C:12]([C:17]1([C:20]3[CH:21]=[CH:22][CH:23]=[CH:24][CH:25]=3)[CH2:19][CH2:18]1)[N:11]=2, predict the reactants needed to synthesize it. The reactants are: [F:1][C:2]1[CH:3]=[C:4]([C:26]2[CH2:30][N:29]([C:31]([O:33][C:34]([CH3:37])([CH3:36])[CH3:35])=[O:32])[C@H:28]([C:38]([O:40][CH3:41])=[O:39])[CH:27]=2)[CH:5]=[CH:6][C:7]=1[C:8]1[S:9][C:10]2[C:15]([N:16]=1)=[CH:14][CH:13]=[C:12]([C:17]1([C:20]3[CH:25]=[CH:24][CH:23]=[CH:22][CH:21]=3)[CH2:19][CH2:18]1)[N:11]=2.O. (3) Given the product [Cl:13][C:10]1[N:9]=[C:8]2[N:4]([CH2:1][CH2:2][CH3:3])[C:5]([NH:14][C:15](=[O:21])[CH2:16][C:17]([CH3:18])([CH3:19])[CH3:20])=[N:6][C:7]2=[CH:12][CH:11]=1, predict the reactants needed to synthesize it. The reactants are: [CH2:1]([N:4]1[C:8]2=[N:9][C:10]([Cl:13])=[CH:11][CH:12]=[C:7]2[N:6]=[C:5]1[NH:14][C:15](=[O:21])[CH2:16][C:17]([CH3:20])([CH3:19])[CH3:18])[CH:2]=[CH2:3].[N+](C1C=CC=CC=1S(Cl)(=O)=O)([O-])=O.O.NN.O.